This data is from NCI-60 drug combinations with 297,098 pairs across 59 cell lines. The task is: Regression. Given two drug SMILES strings and cell line genomic features, predict the synergy score measuring deviation from expected non-interaction effect. (1) Drug 1: C1C(C(OC1N2C=C(C(=O)NC2=O)F)CO)O. Drug 2: CCC(=C(C1=CC=CC=C1)C2=CC=C(C=C2)OCCN(C)C)C3=CC=CC=C3.C(C(=O)O)C(CC(=O)O)(C(=O)O)O. Cell line: A549. Synergy scores: CSS=41.0, Synergy_ZIP=2.97, Synergy_Bliss=5.81, Synergy_Loewe=6.79, Synergy_HSA=7.29. (2) Drug 1: C1=NC2=C(N1)C(=S)N=CN2. Drug 2: C1CN(CCN1C(=O)CCBr)C(=O)CCBr. Cell line: OVCAR-5. Synergy scores: CSS=40.2, Synergy_ZIP=-9.43, Synergy_Bliss=1.32, Synergy_Loewe=0.365, Synergy_HSA=1.69.